This data is from Forward reaction prediction with 1.9M reactions from USPTO patents (1976-2016). The task is: Predict the product of the given reaction. (1) Given the reactants Cl.Cl.[CH:3]1([CH2:6][N:7]2[CH:11]=[C:10]([NH:12][C:13](=[O:33])[C:14]3[CH:19]=[CH:18][CH:17]=[C:16]([C@@H:20]4[CH2:22][C@H:21]4[NH:23][CH:24]4[CH2:29][CH2:28][N:27]([CH:30]5[CH2:32][CH2:31]5)[CH2:26][CH2:25]4)[CH:15]=3)[CH:9]=[N:8]2)[CH2:5][CH2:4]1.C(=O)([O-])O.[Na+], predict the reaction product. The product is: [CH:3]1([CH2:6][N:7]2[CH:11]=[C:10]([NH:12][C:13](=[O:33])[C:14]3[CH:19]=[CH:18][CH:17]=[C:16]([C@@H:20]4[CH2:22][C@H:21]4[NH:23][CH:24]4[CH2:29][CH2:28][N:27]([CH:30]5[CH2:31][CH2:32]5)[CH2:26][CH2:25]4)[CH:15]=3)[CH:9]=[N:8]2)[CH2:4][CH2:5]1. (2) Given the reactants [NH2:1][C@H:2](C(O)=O)[CH2:3][C:4]1[C:12]2[C:7](=[CH:8][CH:9]=[CH:10][CH:11]=2)[NH:6][CH:5]=1.[Cl:16][C:17]1[CH:24]=[CH:23][CH:22]=[CH:21][C:18]=1[CH:19]=O.[Cr](O[Cr]([O-])(=O)=O)([O-])(=O)=O.[K+].[K+].[O-]S([O-])=O.[Na+].[Na+].[OH-].[Na+], predict the reaction product. The product is: [Cl:16][C:17]1[CH:24]=[CH:23][CH:22]=[CH:21][C:18]=1[C:19]1[C:5]2[NH:6][C:7]3[C:12](=[CH:11][CH:10]=[CH:9][CH:8]=3)[C:4]=2[CH:3]=[CH:2][N:1]=1. (3) Given the reactants C[O:2][C:3](=[O:31])[CH2:4][CH:5]([N:9]1[C:13]2[CH:14]=[CH:15][CH:16]=[CH:17][C:12]=2[N:11]([CH2:18][C:19]2[CH:27]=[C:26]([Br:28])[CH:25]=[C:24]3[C:20]=2[CH2:21][C:22](=[O:29])[NH:23]3)[C:10]1=[O:30])[CH2:6][CH2:7][CH3:8].[OH-].[Li+].Cl, predict the reaction product. The product is: [Br:28][C:26]1[CH:25]=[C:24]2[C:20]([CH2:21][C:22](=[O:29])[NH:23]2)=[C:19]([CH2:18][N:11]2[C:12]3[CH:17]=[CH:16][CH:15]=[CH:14][C:13]=3[N:9]([CH:5]([CH2:6][CH2:7][CH3:8])[CH2:4][C:3]([OH:31])=[O:2])[C:10]2=[O:30])[CH:27]=1. (4) Given the reactants [N:1]1([C:11]([O:13][C:14]([CH3:17])([CH3:16])[CH3:15])=[O:12])[CH2:6][CH2:5][CH:4]([C:7]([O:9]C)=O)[CH2:3][CH2:2]1.[CH3:18][P:19](=[O:24])([O:22][CH3:23])[O:20][CH3:21].C([N-]C(C)C)(C)C.[Li+].Cl, predict the reaction product. The product is: [CH3:21][O:20][P:19]([CH2:18][C:7]([CH:4]1[CH2:3][CH2:2][N:1]([C:11]([O:13][C:14]([CH3:17])([CH3:16])[CH3:15])=[O:12])[CH2:6][CH2:5]1)=[O:9])([O:22][CH3:23])=[O:24]. (5) Given the reactants [C:1]([O:5][C:6](=[O:28])[NH:7][CH2:8][C:9]1[CH:14]=[CH:13][CH:12]=[C:11]([O:15][C:16]2[CH:21]=[CH:20][CH:19]=[C:18]([C:22]#[C:23][Si](C)(C)C)[CH:17]=2)[CH:10]=1)([CH3:4])([CH3:3])[CH3:2].C(=O)([O-])[O-].[K+].[K+].CO, predict the reaction product. The product is: [C:1]([O:5][C:6](=[O:28])[NH:7][CH2:8][C:9]1[CH:14]=[CH:13][CH:12]=[C:11]([O:15][C:16]2[CH:21]=[CH:20][CH:19]=[C:18]([C:22]#[CH:23])[CH:17]=2)[CH:10]=1)([CH3:4])([CH3:3])[CH3:2].